From a dataset of Forward reaction prediction with 1.9M reactions from USPTO patents (1976-2016). Predict the product of the given reaction. (1) Given the reactants [CH2:1]([N:8]1[CH2:12][CH:11]2[CH2:13][N:14]([C:16]3[C:17]([CH3:34])=[C:18]([CH3:33])[C:19]4[N:20]([C:22](I)=[C:23]([C:25]5[CH:30]=[CH:29][C:28]([F:31])=[CH:27][CH:26]=5)[N:24]=4)[N:21]=3)[CH2:15][CH:10]2[CH2:9]1)[C:2]1[CH:7]=[CH:6][CH:5]=[CH:4][CH:3]=1.O1CCCC1.C(=O)([O-])[O-].[Cs+].[Cs+].CC1(C)C(C)(C)OB([C:54]2[CH:59]=[CH:58][N:57]=[C:56]([NH:60][C:61](=[O:67])[O:62][C:63]([CH3:66])([CH3:65])[CH3:64])[CH:55]=2)O1, predict the reaction product. The product is: [CH2:1]([N:8]1[CH2:12][CH:11]2[CH2:13][N:14]([C:16]3[C:17]([CH3:34])=[C:18]([CH3:33])[C:19]4[N:20]([C:22]([C:54]5[CH:59]=[CH:58][N:57]=[C:56]([NH:60][C:61](=[O:67])[O:62][C:63]([CH3:65])([CH3:64])[CH3:66])[CH:55]=5)=[C:23]([C:25]5[CH:30]=[CH:29][C:28]([F:31])=[CH:27][CH:26]=5)[N:24]=4)[N:21]=3)[CH2:15][CH:10]2[CH2:9]1)[C:2]1[CH:7]=[CH:6][CH:5]=[CH:4][CH:3]=1. (2) Given the reactants [CH:1]1([O:6][NH:7][S:8]([C:11]2[CH:16]=[CH:15][CH:14]=[C:13]([N+:17]([O-])=O)[CH:12]=2)(=[O:10])=[O:9])[CH2:5][CH2:4][CH2:3][CH2:2]1.[H][H], predict the reaction product. The product is: [NH2:17][C:13]1[CH:12]=[C:11]([S:8]([NH:7][O:6][CH:1]2[CH2:5][CH2:4][CH2:3][CH2:2]2)(=[O:9])=[O:10])[CH:16]=[CH:15][CH:14]=1. (3) Given the reactants [OH:1][C@H:2]1[CH2:6][N:5]([C:7](=[O:15])[C:8]2[CH:13]=[CH:12][CH:11]=[C:10]([OH:14])[CH:9]=2)[C@H:4]([C:16]([NH:18][CH2:19][C:20]2[CH:25]=[CH:24][C:23]([C:26]3[S:30][CH:29]=[N:28][C:27]=3[CH3:31])=[CH:22][CH:21]=2)=[O:17])[CH2:3]1.C(=O)([O-])[O-].[K+].[K+].Br[CH2:39][CH2:40][O:41][CH3:42], predict the reaction product. The product is: [OH:1][C@H:2]1[CH2:6][N:5]([C:7](=[O:15])[C:8]2[CH:13]=[CH:12][CH:11]=[C:10]([O:14][CH2:39][CH2:40][O:41][CH3:42])[CH:9]=2)[C@H:4]([C:16]([NH:18][CH2:19][C:20]2[CH:25]=[CH:24][C:23]([C:26]3[S:30][CH:29]=[N:28][C:27]=3[CH3:31])=[CH:22][CH:21]=2)=[O:17])[CH2:3]1. (4) Given the reactants [NH:1]1[C:5]2=[N:6][CH:7]=[CH:8][CH:9]=[C:4]2[C:3]([C:10]([O:12][CH3:13])=[O:11])=[N:2]1.[Br:14][C:15]1[CH:16]=[C:17](B(O)O)[CH:18]=[C:19]([CH3:21])[CH:20]=1, predict the reaction product. The product is: [Br:14][C:15]1[CH:16]=[C:17]([N:1]2[C:5]3=[N:6][CH:7]=[CH:8][CH:9]=[C:4]3[C:3]([C:10]([O:12][CH3:13])=[O:11])=[N:2]2)[CH:18]=[C:19]([CH3:21])[CH:20]=1. (5) Given the reactants [CH3:1][O:2][C:3]1[CH:8]=[CH:7][C:6]([NH:9][C:10]([N:12]2[CH2:18][C:17]3[CH:19]=[CH:20][C:21]([C:23]([O:25]C(C)C)=O)=[N:22][C:16]=3[O:15][CH2:14][CH2:13]2)=[O:11])=[CH:5][CH:4]=1.[NH2:29][OH:30].[OH-].[Na+].Cl, predict the reaction product. The product is: [OH:30][NH:29][C:23]([C:21]1[CH:20]=[CH:19][C:17]2[CH2:18][N:12]([C:10]([NH:9][C:6]3[CH:5]=[CH:4][C:3]([O:2][CH3:1])=[CH:8][CH:7]=3)=[O:11])[CH2:13][CH2:14][O:15][C:16]=2[N:22]=1)=[O:25].